From a dataset of Catalyst prediction with 721,799 reactions and 888 catalyst types from USPTO. Predict which catalyst facilitates the given reaction. (1) Reactant: [F:1][CH2:2][CH:3]1[CH2:6][N:5]([CH2:7][CH2:8][O:9][C:10]2[CH:15]=[CH:14][C:13]([CH:16]3[C:25]([C:26]4[CH:31]=[CH:30][CH:29]=[C:28]([O:32]C5CCCCO5)[CH:27]=4)=[C:24]([CH3:39])[C:23]4[C:18](=[C:19]([O:40]C5CCCCO5)[CH:20]=[CH:21][CH:22]=4)[O:17]3)=[CH:12][CH:11]=2)[CH2:4]1.C(O)(=O)C. Product: [F:1][CH2:2][CH:3]1[CH2:4][N:5]([CH2:7][CH2:8][O:9][C:10]2[CH:15]=[CH:14][C:13]([C@H:16]3[C:25]([C:26]4[CH:31]=[CH:30][CH:29]=[C:28]([OH:32])[CH:27]=4)=[C:24]([CH3:39])[C:23]4[C:18](=[C:19]([OH:40])[CH:20]=[CH:21][CH:22]=4)[O:17]3)=[CH:12][CH:11]=2)[CH2:6]1. The catalyst class is: 6. (2) Reactant: Br[C:2]1[S:3][CH:4]=[C:5]([C:7]2[CH:12]=[CH:11][C:10]([NH:13][S:14]([C:17]([F:20])([F:19])[F:18])(=[O:16])=[O:15])=[CH:9][C:8]=2[Cl:21])[N:6]=1.[N:22]1[C:31]2[C:26](=[CH:27][CH:28]=[CH:29][CH:30]=2)[C:25](B(O)O)=[CH:24][CH:23]=1.C(=O)([O-])[O-].[Na+].[Na+].CN(C)C=O. Product: [Cl:21][C:8]1[CH:9]=[C:10]([NH:13][S:14]([C:17]([F:20])([F:19])[F:18])(=[O:16])=[O:15])[CH:11]=[CH:12][C:7]=1[C:5]1[N:6]=[C:2]([C:25]2[C:26]3[C:31](=[CH:30][CH:29]=[CH:28][CH:27]=3)[N:22]=[CH:23][CH:24]=2)[S:3][CH:4]=1. The catalyst class is: 103. (3) The catalyst class is: 21. Product: [C:1]([O:4][CH2:5][O:38][C:37]1[C:32]([C:31](=[O:41])[NH:30][C@H:18]2[CH2:17][O:16][CH2:15][C@H:14]([CH2:7][C:8]3[CH:9]=[CH:10][CH:11]=[CH:12][CH:13]=3)[C@@H:22]([O:23][CH2:24][CH:25]([CH3:26])[CH3:27])[C@H:21]([CH3:28])[O:20][C:19]2=[O:29])=[N:33][CH:34]=[CH:35][C:36]=1[O:39][CH3:40])(=[O:3])[CH3:2]. Reactant: [C:1]([O:4][CH2:5]Br)(=[O:3])[CH3:2].[CH2:7]([C@@H:14]1[C@@H:22]([O:23][CH2:24][CH:25]([CH3:27])[CH3:26])[C@H:21]([CH3:28])[O:20][C:19](=[O:29])[C@@H:18]([NH:30][C:31](=[O:41])[C:32]2[C:37]([OH:38])=[C:36]([O:39][CH3:40])[CH:35]=[CH:34][N:33]=2)[CH2:17][O:16][CH2:15]1)[C:8]1[CH:13]=[CH:12][CH:11]=[CH:10][CH:9]=1.[I-].[Na+].C(=O)([O-])[O-].[Na+].[Na+]. (4) Reactant: COC1C=CC(P2(SP(C3C=CC(OC)=CC=3)(=S)S2)=[S:10])=CC=1.[C:23]1([C:29]#[C:30][C:31]2[CH:32]=[N:33][CH:34]=[C:35]([CH:39]=2)[C:36]([NH2:38])=O)[CH:28]=[CH:27][CH:26]=[CH:25][CH:24]=1. Product: [C:23]1([C:29]#[C:30][C:31]2[CH:32]=[N:33][CH:34]=[C:35]([CH:39]=2)[C:36]([NH2:38])=[S:10])[CH:28]=[CH:27][CH:26]=[CH:25][CH:24]=1. The catalyst class is: 11. (5) Reactant: [F:1][C:2]1[CH:3]=[C:4]([CH:6]=[CH:7][C:8]=1[F:9])[NH2:5].C(=O)(O)[O-].[Na+].[I:15]I.S([O-])([O-])(=O)=S.[Na+].[Na+]. Product: [F:9][C:8]1[C:2]([F:1])=[CH:3][C:4]([NH2:5])=[C:6]([I:15])[CH:7]=1. The catalyst class is: 6. (6) Reactant: S(=O)(=O)(O)O.[N+:6]([O-:9])(O)=[O:7].[Br:10][C:11]1[CH:16]=[C:15]([F:17])[CH:14]=[CH:13][C:12]=1[F:18]. Product: [Br:10][C:11]1[CH:16]=[C:15]([F:17])[C:14]([N+:6]([O-:9])=[O:7])=[CH:13][C:12]=1[F:18]. The catalyst class is: 68. (7) The catalyst class is: 7. Reactant: C(N(CC)CC)C.[NH2:8][C:9]1[CH:10]=[C:11]2[C:15](=[CH:16][CH:17]=1)[NH:14][N:13]=[CH:12]2.[Cl:18][CH2:19][CH2:20][C:21](Cl)=[O:22]. Product: [Cl:18][CH2:19][CH2:20][C:21]([NH:8][C:9]1[CH:10]=[C:11]2[C:15](=[CH:16][CH:17]=1)[NH:14][N:13]=[CH:12]2)=[O:22].